From a dataset of Catalyst prediction with 721,799 reactions and 888 catalyst types from USPTO. Predict which catalyst facilitates the given reaction. (1) Reactant: [NH2:1][CH2:2][CH2:3][O:4][C:5]1([C:20]#N)[CH2:10][CH2:9][N:8]([C:11]2[N:16]=[C:15]([O:17][CH3:18])[CH:14]=[C:13]([CH3:19])[N:12]=2)[CH2:7][CH2:6]1.[OH-:22].[K+].Cl.[OH2:25]. Product: [NH2:1][CH2:2][CH2:3][O:4][C:5]1([C:20]([OH:25])=[O:22])[CH2:6][CH2:7][N:8]([C:11]2[N:16]=[C:15]([O:17][CH3:18])[CH:14]=[C:13]([CH3:19])[N:12]=2)[CH2:9][CH2:10]1. The catalyst class is: 14. (2) Reactant: [F:1][C:2]1[C:32]([F:33])=[CH:31][CH:30]=[CH:29][C:3]=1[CH2:4][N:5]1[C:9]2=[N:10][C:11]([CH3:14])=[N:12][CH:13]=[C:8]2[C:7]([C:15]2[N:16]=[N:17][C:18]([C:22]([CH3:28])([CH3:27])[C:23]([O:25]C)=O)=[C:19](O)[N:20]=2)=[N:6]1.P(Cl)(Cl)(Cl)=O.[NH3:39]. Product: [F:1][C:2]1[C:32]([F:33])=[CH:31][CH:30]=[CH:29][C:3]=1[CH2:4][N:5]1[C:9]2=[N:10][C:11]([CH3:14])=[N:12][CH:13]=[C:8]2[C:7]([C:15]2[N:16]=[N:17][C:18]3[C:22]([CH3:28])([CH3:27])[C:23](=[O:25])[NH:39][C:19]=3[N:20]=2)=[N:6]1. The catalyst class is: 10. (3) Reactant: Br[CH2:2][CH2:3][CH2:4][N:5]1[C:9](=[O:10])[C:8]2=[CH:11][CH:12]=[CH:13][CH:14]=[C:7]2[C:6]1=[O:15].[OH:16][CH:17]1[CH2:22][CH2:21][NH:20][CH2:19][CH2:18]1.C(=O)([O-])[O-].[K+].[K+].CN(C)C=O. Product: [OH:16][CH:17]1[CH2:22][CH2:21][N:20]([CH2:2][CH2:3][CH2:4][N:5]2[C:9](=[O:10])[C:8]3[C:7](=[CH:14][CH:13]=[CH:12][CH:11]=3)[C:6]2=[O:15])[CH2:19][CH2:18]1. The catalyst class is: 84. (4) Product: [C:28]1([S:25]([NH:24][C@@H:22]([CH3:23])[C:21]([NH:20][C@@H:10]([CH2:11][C:12]2[CH:13]=[CH:14][C:15]([O:18][CH3:19])=[CH:16][CH:17]=2)[C:9]([OH:35])=[O:8])=[O:34])(=[O:27])=[O:26])[CH:29]=[CH:30][CH:31]=[CH:32][CH:33]=1. The catalyst class is: 105. Reactant: C([O:8][C:9](=[O:35])[C@@H:10]([NH:20][C:21](=[O:34])[C@@H:22]([NH:24][S:25]([C:28]1[CH:33]=[CH:32][CH:31]=[CH:30][CH:29]=1)(=[O:27])=[O:26])[CH3:23])[CH2:11][C:12]1[CH:17]=[CH:16][C:15]([O:18][CH3:19])=[CH:14][CH:13]=1)C1C=CC=CC=1. (5) The catalyst class is: 29. Product: [F:1][C:2]1[C:3]([OH:29])=[C:4]([C:8]2[N:13]([CH2:14][CH2:15][C:16]3[CH:21]=[CH:20][CH:19]=[CH:18][CH:17]=3)[C:12](=[O:22])[C:11]([N:23]3[CH:24]=[CH:25][CH:26]=[CH:27]3)=[C:10]([CH3:28])[N:9]=2)[CH:5]=[CH:6][CH:7]=1. Reactant: [F:1][C:2]1[C:3]([O:29]CC2C=CC=CC=2)=[C:4]([C:8]2[N:13]([CH2:14][CH2:15][C:16]3[CH:21]=[CH:20][CH:19]=[CH:18][CH:17]=3)[C:12](=[O:22])[C:11]([N:23]3[CH:27]=[CH:26][CH:25]=[CH:24]3)=[C:10]([CH3:28])[N:9]=2)[CH:5]=[CH:6][CH:7]=1. (6) Reactant: [CH3:1][C@@H:2]1[CH2:7][NH:6][CH2:5][CH2:4][NH:3]1.Br[C:9]1[S:10][CH:11]=[CH:12][N:13]=1.C1(C2C=CC=CC=2)C=CC=CC=1P(C(C)(C)C)C(C)(C)C.C(=O)([O-])[O-].[Cs+].[Cs+]. Product: [CH3:1][CH:2]1[NH:3][CH2:4][CH2:5][N:6]([C:9]2[S:10][CH:11]=[CH:12][N:13]=2)[CH2:7]1. The catalyst class is: 160. (7) Reactant: Cl[C:2]1[C:11]([C:12]#[N:13])=[CH:10][C:9]2[C:4](=[CH:5][CH:6]=[C:7]([N+:14]([O-:16])=[O:15])[CH:8]=2)[N:3]=1.[O:17]([C:24]1[CH:30]=[CH:29][C:27]([NH2:28])=[CH:26][CH:25]=1)[C:18]1[CH:23]=[CH:22][CH:21]=[CH:20][CH:19]=1.O. Product: [N+:14]([C:7]1[CH:8]=[C:9]2[C:4](=[CH:5][CH:6]=1)[N:3]=[CH:2][C:11]([C:12]#[N:13])=[C:10]2[NH:28][C:27]1[CH:26]=[CH:25][C:24]([O:17][C:18]2[CH:23]=[CH:22][CH:21]=[CH:20][CH:19]=2)=[CH:30][CH:29]=1)([O-:16])=[O:15]. The catalyst class is: 8.